Dataset: Forward reaction prediction with 1.9M reactions from USPTO patents (1976-2016). Task: Predict the product of the given reaction. (1) Given the reactants [Cl:1][C:2]1[CH:3]=[C:4]([C@H:8]2[CH2:13][CH2:12][S:11][N:10]([CH:14]([CH3:16])[CH3:15])[C@@H:9]2[C:17]2[CH:22]=[CH:21][C:20]([Cl:23])=[CH:19][CH:18]=2)[CH:5]=[CH:6][CH:7]=1.IC.[CH3:26][Si]([N-][Si](C)(C)C)(C)C.[Li+], predict the reaction product. The product is: [Cl:1][C:2]1[CH:3]=[C:4]([C@H:8]2[CH2:13][C@@H:12]([CH3:26])[S:11][N:10]([CH:14]([CH3:16])[CH3:15])[C@@H:9]2[C:17]2[CH:18]=[CH:19][C:20]([Cl:23])=[CH:21][CH:22]=2)[CH:5]=[CH:6][CH:7]=1. (2) Given the reactants CN(C)C(Cl)=O.[C:7]([N:9]=[C:10]([N:23]1[CH2:28][CH2:27][N:26]([C:29](=[O:38])[NH:30][C:31]2[CH:36]=[CH:35][CH:34]=[C:33]([F:37])[CH:32]=2)[CH2:25][CH:24]1[CH:39]([CH3:41])[CH3:40])[NH:11][C:12]1[CH:21]=[CH:20][CH:19]=[C:18]2[C:13]=1[CH:14]=[CH:15][CH:16]=[N+:17]2[O-])#[N:8].[CH2:42]([N:44]([CH2:48][CH3:49])[CH2:45][CH2:46][NH2:47])[CH3:43], predict the reaction product. The product is: [C:7]([N:9]=[C:10]([N:23]1[CH2:28][CH2:27][N:26]([C:29]([NH:30][C:31]2[CH:36]=[CH:35][CH:34]=[C:33]([F:37])[CH:32]=2)=[O:38])[CH2:25][CH:24]1[CH:39]([CH3:41])[CH3:40])[NH:11][C:12]1[CH:21]=[CH:20][CH:19]=[C:18]2[C:13]=1[CH:14]=[CH:15][C:16]([NH:47][CH2:46][CH2:45][N:44]([CH2:48][CH3:49])[CH2:42][CH3:43])=[N:17]2)#[N:8]. (3) The product is: [Cl:20][C:15]1[CH:14]=[C:13]([CH:6]2[C:5]3[C:10](=[CH:11][C:2]([N:22]4[C:23](=[O:27])[CH:24]=[CH:25][CH:26]=[N:21]4)=[CH:3][CH:4]=3)[CH2:9][N:8]([CH3:12])[CH2:7]2)[CH:18]=[CH:17][C:16]=1[Cl:19]. Given the reactants Br[C:2]1[CH:11]=[C:10]2[C:5]([CH:6]([C:13]3[CH:18]=[CH:17][C:16]([Cl:19])=[C:15]([Cl:20])[CH:14]=3)[CH2:7][N:8]([CH3:12])[CH2:9]2)=[CH:4][CH:3]=1.[N:21]1[NH:22][C:23](=[O:27])[CH:24]=[CH:25][CH:26]=1, predict the reaction product. (4) Given the reactants C([O:8][C:9]1[C:10]2[CH:30]=[CH:29][CH:28]=[CH:27][C:11]=2[C:12]2[C@H:13]([CH2:25][Cl:26])[CH2:14][N:15]([C:18]([O:20][C:21]([CH3:24])([CH3:23])[CH3:22])=[O:19])[C:16]=2[CH:17]=1)C1C=CC=CC=1.C([O-])=O.[NH4+], predict the reaction product. The product is: [Cl:26][CH2:25][C@H:13]1[C:12]2[C:11]3[CH:27]=[CH:28][CH:29]=[CH:30][C:10]=3[C:9]([OH:8])=[CH:17][C:16]=2[N:15]([C:18]([O:20][C:21]([CH3:24])([CH3:23])[CH3:22])=[O:19])[CH2:14]1. (5) The product is: [Cl:26][C:23]1[CH:24]=[CH:25][C:16]([NH:15][C:12]([C:10]2[O:11][C:7]([C:1]3[CH:2]=[CH:3][CH:4]=[CH:5][CH:6]=3)=[CH:8][CH:9]=2)=[O:14])=[C:17]([CH:22]=1)[C:18]([OH:20])=[O:19]. Given the reactants [C:1]1([C:7]2[O:11][C:10]([C:12]([OH:14])=O)=[CH:9][CH:8]=2)[CH:6]=[CH:5][CH:4]=[CH:3][CH:2]=1.[NH2:15][C:16]1[CH:25]=[CH:24][C:23]([Cl:26])=[CH:22][C:17]=1[C:18]([O:20]C)=[O:19], predict the reaction product. (6) The product is: [F:20][C:21]([F:34])([F:33])[S:22]([O:1][C:2]1[CH:9]=[CH:8][CH:7]=[C:6]([N+:10]([O-:12])=[O:11])[C:3]=1[C:4]#[N:5])(=[O:24])=[O:23]. Given the reactants [OH:1][C:2]1[CH:9]=[CH:8][CH:7]=[C:6]([N+:10]([O-:12])=[O:11])[C:3]=1[C:4]#[N:5].C(N(CC)CC)C.[F:20][C:21]([F:34])([F:33])[S:22](O[S:22]([C:21]([F:34])([F:33])[F:20])(=[O:24])=[O:23])(=[O:24])=[O:23], predict the reaction product.